This data is from Retrosynthesis with 50K atom-mapped reactions and 10 reaction types from USPTO. The task is: Predict the reactants needed to synthesize the given product. (1) Given the product CCOC(=O)C1=Cc2cc(Cl)cc(CCc3ccccc3)c2OC1C(F)(F)F, predict the reactants needed to synthesize it. The reactants are: CCOC(=O)C1=Cc2cc(Cl)cc(C#Cc3ccccc3)c2OC1C(F)(F)F. (2) Given the product Brc1cccc(-n2c3ccccc3c3ccccc32)c1, predict the reactants needed to synthesize it. The reactants are: Brc1cccc(Br)c1.c1ccc2c(c1)[nH]c1ccccc12.